Dataset: Catalyst prediction with 721,799 reactions and 888 catalyst types from USPTO. Task: Predict which catalyst facilitates the given reaction. (1) The catalyst class is: 1. Reactant: C[O:2][C:3](=O)[C:4]1[CH:9]=[CH:8][C:7]([C:10]2[CH:15]=[CH:14][C:13]([C:16]([F:19])([F:18])[F:17])=[CH:12][CH:11]=2)=[N:6][CH:5]=1.[H-].[H-].[H-].[H-].[Li+].[Al+3]. Product: [F:18][C:16]([F:17])([F:19])[C:13]1[CH:12]=[CH:11][C:10]([C:7]2[N:6]=[CH:5][C:4]([CH2:3][OH:2])=[CH:9][CH:8]=2)=[CH:15][CH:14]=1. (2) Reactant: [C:1]1([NH:7][OH:8])[CH:6]=[CH:5][CH:4]=[CH:3][CH:2]=1.[CH2:9]([O:11][C:12]1[CH:17]=[CH:16][CH:15]=[CH:14][C:13]=1[N:18]1[C:22](=[O:23])[CH:21]=[CH:20][C:19]1=[O:24])[CH3:10]. Product: [CH2:9]([O:11][C:12]1[CH:17]=[CH:16][CH:15]=[CH:14][C:13]=1[N:18]1[C:19](=[O:24])[CH2:20][CH:21]([N:7]([OH:8])[C:1]2[CH:6]=[CH:5][CH:4]=[CH:3][CH:2]=2)[C:22]1=[O:23])[CH3:10]. The catalyst class is: 11. (3) Reactant: [C:1]([CH2:3][NH:4][C:5]([C:7]1([NH2:13])[CH2:12][CH2:11][CH2:10][CH2:9][CH2:8]1)=[O:6])#[N:2].Cl.[CH3:15][O:16][CH2:17][CH2:18][N:19]1[CH2:24][CH2:23][CH:22]([C:25]2[CH:33]=[CH:32][C:28]([C:29](O)=[O:30])=[CH:27][CH:26]=2)[CH2:21][CH2:20]1.C1C=CC2N(O)N=NC=2C=1.C(N(CC)CC)C. Product: [C:1]([CH2:3][NH:4][C:5]([C:7]1([NH:13][C:29](=[O:30])[C:28]2[CH:27]=[CH:26][C:25]([CH:22]3[CH2:21][CH2:20][N:19]([CH2:18][CH2:17][O:16][CH3:15])[CH2:24][CH2:23]3)=[CH:33][CH:32]=2)[CH2:12][CH2:11][CH2:10][CH2:9][CH2:8]1)=[O:6])#[N:2]. The catalyst class is: 3. (4) Reactant: [CH2:1]([N:4]1[C:13]2[C:8](=[CH:9][CH:10]=[C:11]([OH:14])[CH:12]=2)[CH2:7][CH2:6][CH2:5]1)[C:2]#[CH:3].C(N(CC)CC)C.[CH:22]([C:25]1[CH:30]=[CH:29][CH:28]=[C:27]([CH3:31])[C:26]=1[N:32]=[C:33]=[O:34])([CH3:24])[CH3:23]. Product: [CH:22]([C:25]1[CH:30]=[CH:29][CH:28]=[C:27]([CH3:31])[C:26]=1[NH:32][C:33](=[O:34])[O:14][C:11]1[CH:12]=[C:13]2[C:8]([CH2:7][CH2:6][CH2:5][N:4]2[CH2:1][C:2]#[CH:3])=[CH:9][CH:10]=1)([CH3:24])[CH3:23]. The catalyst class is: 7.